This data is from Peptide-MHC class I binding affinity with 185,985 pairs from IEDB/IMGT. The task is: Regression. Given a peptide amino acid sequence and an MHC pseudo amino acid sequence, predict their binding affinity value. This is MHC class I binding data. (1) The peptide sequence is MALFLEEMLR. The MHC is HLA-A68:01 with pseudo-sequence HLA-A68:01. The binding affinity (normalized) is 0.772. (2) The peptide sequence is MMMLPATLAF. The binding affinity (normalized) is 0.331. The MHC is HLA-B53:01 with pseudo-sequence HLA-B53:01. (3) The peptide sequence is TYSVSFDSLF. The MHC is HLA-A24:02 with pseudo-sequence HLA-A24:02. The binding affinity (normalized) is 0.756. (4) The peptide sequence is ARGETYGRLL. The MHC is Mamu-A07 with pseudo-sequence Mamu-A07. The binding affinity (normalized) is 0.0747. (5) The peptide sequence is ALKKLIIDR. The MHC is HLA-A24:02 with pseudo-sequence HLA-A24:02. The binding affinity (normalized) is 0.